This data is from Catalyst prediction with 721,799 reactions and 888 catalyst types from USPTO. The task is: Predict which catalyst facilitates the given reaction. (1) Reactant: I[C:2]1[C:10]2[C:5](=[N:6][CH:7]=[C:8]([C:11]3[CH:16]=[C:15]([O:17][CH3:18])[C:14]([O:19][CH3:20])=[C:13]([O:21][CH3:22])[CH:12]=3)[N:9]=2)[N:4]([Si](C(C)C)(C(C)C)C(C)C)[CH:3]=1.C([Mg]Cl)(C)C.[Li+].[Cl-].[CH3:40][C:41]1([CH:47]=[O:48])[CH2:46][CH2:45][CH2:44][CH2:43][CH2:42]1. Product: [CH3:40][C:41]1([CH:47]([C:2]2[C:10]3[C:5](=[N:6][CH:7]=[C:8]([C:11]4[CH:16]=[C:15]([O:17][CH3:18])[C:14]([O:19][CH3:20])=[C:13]([O:21][CH3:22])[CH:12]=4)[N:9]=3)[NH:4][CH:3]=2)[OH:48])[CH2:46][CH2:45][CH2:44][CH2:43][CH2:42]1. The catalyst class is: 7. (2) Reactant: [C:1]([O-:5])(=[O:4])[CH:2]=[CH2:3].[Na+:6].[CH2:7]=[CH:8][C:9]1[CH:14]=[CH:13][CH:12]=[CH:11][CH:10]=1.SCCC(O)=O.S(OOS([O-])(=O)=O)([O-])(=O)=O.[Na+].[Na+]. Product: [C:1]([O-:5])(=[O:4])[CH:2]=[CH2:3].[Na+:6].[CH2:7]=[CH:8][C:9]1[CH:14]=[CH:13][CH:12]=[CH:11][CH:10]=1. The catalyst class is: 6. (3) Reactant: [C:1]([CH2:9][CH2:10][CH2:11][C:12]([OH:14])=[O:13])(=[O:8])[C:2]1[CH:7]=[CH:6][CH:5]=[CH:4][CH:3]=1.CO.[CH:17]1C=CC=CC=1.C1(C)C=CC(S(O)(=O)=O)=CC=1. Product: [C:1]([CH2:9][CH2:10][CH2:11][C:12]([O:14][CH3:17])=[O:13])(=[O:8])[C:2]1[CH:7]=[CH:6][CH:5]=[CH:4][CH:3]=1. The catalyst class is: 13. (4) Reactant: [Cl:1][C:2]1[CH:10]=[C:9]([Cl:11])[CH:8]=[CH:7][C:3]=1[C:4](Cl)=[O:5].[NH2:12][C:13]1[N:14]=[C:15]([O:32][CH3:33])[N:16]([C:25]2[CH:30]=[CH:29][C:28]([F:31])=[CH:27][CH:26]=2)[C:17]=1[C:18]([O:20][C:21]([CH3:24])([CH3:23])[CH3:22])=[O:19].CCN(C(C)C)C(C)C. Product: [Cl:1][C:2]1[CH:10]=[C:9]([Cl:11])[CH:8]=[CH:7][C:3]=1[C:4]([NH:12][C:13]1[N:14]=[C:15]([O:32][CH3:33])[N:16]([C:25]2[CH:26]=[CH:27][C:28]([F:31])=[CH:29][CH:30]=2)[C:17]=1[C:18]([O:20][C:21]([CH3:22])([CH3:23])[CH3:24])=[O:19])=[O:5]. The catalyst class is: 2. (5) Reactant: [Cl:1][C:2]1[CH:18]=[CH:17][C:16]([O:19][CH2:20][C:21]2[CH:26]=[CH:25][CH:24]=[C:23]([Cl:27])[CH:22]=2)=[CH:15][C:3]=1[C:4]([O:6]CC1C=CC=C(Cl)C=1)=[O:5].[OH-].[Li+]. Product: [Cl:1][C:2]1[CH:18]=[CH:17][C:16]([O:19][CH2:20][C:21]2[CH:26]=[CH:25][CH:24]=[C:23]([Cl:27])[CH:22]=2)=[CH:15][C:3]=1[C:4]([OH:6])=[O:5]. The catalyst class is: 38. (6) Reactant: [C:1]1([C:23]2[CH:28]=[CH:27][CH:26]=[CH:25][CH:24]=2)[CH:6]=[CH:5][CH:4]=[CH:3][C:2]=1[NH:7][C:8]([O:10][CH:11]1[CH2:16][CH2:15][N:14]([CH2:17][CH2:18][C:19]([O:21]C)=[O:20])[CH2:13][CH2:12]1)=[O:9].[OH-].[Li+].O1CCCC1.Cl. Product: [C:1]1([C:23]2[CH:28]=[CH:27][CH:26]=[CH:25][CH:24]=2)[CH:6]=[CH:5][CH:4]=[CH:3][C:2]=1[NH:7][C:8]([O:10][CH:11]1[CH2:12][CH2:13][N:14]([CH2:17][CH2:18][C:19]([OH:21])=[O:20])[CH2:15][CH2:16]1)=[O:9]. The catalyst class is: 6.